This data is from Catalyst prediction with 721,799 reactions and 888 catalyst types from USPTO. The task is: Predict which catalyst facilitates the given reaction. (1) Reactant: [NH2:1][C:2]1[C:3]([CH3:19])=[N:4][C:5]([CH3:18])=[CH:6][C:7]=1[NH:8][C:9]1[CH:14]=[CH:13][C:12]([CH2:15][CH2:16][OH:17])=[CH:11][CH:10]=1.[C:20]([OH:28])(=O)[C:21]1[CH:26]=[CH:25][CH:24]=[CH:23][CH:22]=1.[C:29](O[C:29](=O)[C:30]1[CH:35]=[CH:34][CH:33]=[CH:32][CH:31]=1)(=O)[C:30]1[CH:35]=[CH:34][CH:33]=[CH:32][CH:31]=1. Product: [C:20]([O:17][CH2:16][CH2:15][C:12]1[CH:13]=[CH:14][C:9]([N:8]2[C:7]3[CH:6]=[C:5]([CH3:18])[N:4]=[C:3]([CH3:19])[C:2]=3[N:1]=[C:29]2[C:30]2[CH:35]=[CH:34][CH:33]=[CH:32][CH:31]=2)=[CH:10][CH:11]=1)(=[O:28])[C:21]1[CH:22]=[CH:23][CH:24]=[CH:25][CH:26]=1. The catalyst class is: 4. (2) Reactant: [Cl:1][C:2]1[CH:3]=[C:4]([C@H:8]([OH:22])[C@@H:9]2[O:14][CH2:13][CH2:12][N:11]([C:15]([O:17][C:18]([CH3:21])([CH3:20])[CH3:19])=[O:16])[CH2:10]2)[CH:5]=[CH:6][CH:7]=1.[H-].[Na+].Br[CH2:26][C:27]#[N:28]. Product: [Cl:1][C:2]1[CH:3]=[C:4]([C@H:8]([O:22][CH2:26][C:27]#[N:28])[C@@H:9]2[O:14][CH2:13][CH2:12][N:11]([C:15]([O:17][C:18]([CH3:19])([CH3:21])[CH3:20])=[O:16])[CH2:10]2)[CH:5]=[CH:6][CH:7]=1. The catalyst class is: 23. (3) Reactant: [CH3:1][O:2][C:3]1[CH:4]=[C:5]2[C:10](=[CH:11][CH:12]=1)[C:9](=[O:13])[CH2:8][CH2:7][CH2:6]2.CC([O-])(C)C.[K+].[F:20][C:21]([F:28])([F:27])[C:22](OCC)=[O:23]. Product: [CH3:1][O:2][C:3]1[CH:4]=[C:5]2[C:10](=[CH:11][CH:12]=1)[C:9](=[O:13])[CH:8]([C:22](=[O:23])[C:21]([F:28])([F:27])[F:20])[CH2:7][CH2:6]2. The catalyst class is: 260.